From a dataset of Full USPTO retrosynthesis dataset with 1.9M reactions from patents (1976-2016). Predict the reactants needed to synthesize the given product. (1) Given the product [CH3:1][O:2][C:3](=[O:39])[C:4]1[CH:9]=[CH:8][C:7]([CH2:10][N:11]2[CH:15]=[C:14]([C:16]3[CH:21]=[CH:20][C:19]([Cl:22])=[CH:18][C:17]=3[Cl:23])[N:13]=[C:12]2[N:24]([C:25]([O:27][C:28]([CH3:31])([CH3:30])[CH3:29])=[O:26])[C:32]2[CH:37]=[CH:36][C:35]([C:46]3[CH:45]=[CH:44][CH:43]=[C:42]([C:41]([F:52])([F:51])[F:40])[CH:47]=3)=[CH:34][CH:33]=2)=[CH:6][CH:5]=1, predict the reactants needed to synthesize it. The reactants are: [CH3:1][O:2][C:3](=[O:39])[C:4]1[CH:9]=[CH:8][C:7]([CH2:10][N:11]2[CH:15]=[C:14]([C:16]3[CH:21]=[CH:20][C:19]([Cl:22])=[CH:18][C:17]=3[Cl:23])[N:13]=[C:12]2[N:24]([C:32]2[CH:37]=[CH:36][C:35](Br)=[CH:34][CH:33]=2)[C:25]([O:27][C:28]([CH3:31])([CH3:30])[CH3:29])=[O:26])=[CH:6][CH:5]=1.[F:40][C:41]([F:52])([F:51])[C:42]1[CH:43]=[C:44](B(O)O)[CH:45]=[CH:46][CH:47]=1. (2) Given the product [OH:48][C@H:49]([CH3:50])[C:8]([N:5]1[CH2:6][CH2:7][C@H:2]([O:1][C:17]2[CH:24]=[CH:23][C:22]([C:25]3[N:30]=[C:29]([NH:31][C:32]4[CH:37]=[CH:36][C:35]([N:38]5[CH2:43][CH2:42][N:41]([CH:44]6[CH2:47][O:46][CH2:45]6)[CH2:40][CH2:39]5)=[CH:34][CH:33]=4)[N:28]=[CH:27][N:26]=3)=[CH:21][C:18]=2[C:19]#[N:20])[CH2:3][C@@H:4]1[CH3:15])=[O:10], predict the reactants needed to synthesize it. The reactants are: [OH:1][C@H:2]1[CH2:7][CH2:6][N:5]([C:8]([O:10]C(C)(C)C)=O)[C@@H:4]([CH3:15])[CH2:3]1.F[C:17]1[CH:24]=[CH:23][C:22]([C:25]2[N:30]=[C:29]([NH:31][C:32]3[CH:37]=[CH:36][C:35]([N:38]4[CH2:43][CH2:42][N:41]([CH:44]5[CH2:47][O:46][CH2:45]5)[CH2:40][CH2:39]4)=[CH:34][CH:33]=3)[N:28]=[CH:27][N:26]=2)=[CH:21][C:18]=1[C:19]#[N:20].[OH:48][C@H:49](C)[C:50](O)=O. (3) Given the product [CH3:16][O:17][C:18]1[CH:19]=[C:20]2[C:25](=[CH:26][CH:27]=1)[CH:24]=[C:23]([C@H:28]([CH3:32])[C:29]([O:31][CH2:39][C:36]([CH3:41])([N+:33]([O-:35])=[O:34])[CH2:37][OH:38])=[O:30])[CH:22]=[CH:21]2, predict the reactants needed to synthesize it. The reactants are: C1(N=C=NC2CCCCC2)CCCCC1.[CH3:16][O:17][C:18]1[CH:19]=[C:20]2[C:25](=[CH:26][CH:27]=1)[CH:24]=[C:23]([C@H:28]([CH3:32])[C:29]([OH:31])=[O:30])[CH:22]=[CH:21]2.[N+:33]([C:36]([CH3:41])([CH2:39]O)[CH2:37][OH:38])([O-:35])=[O:34]. (4) Given the product [CH3:39][S:40]([O:1][CH2:2][CH2:3][CH2:4][C:5]1[CH:6]=[CH:7][C:8]([O:9][C:10]([CH3:29])([CH3:28])[C:11](=[O:27])[CH2:12][O:13][C:14]2[CH:15]=[CH:16][C:17]([C:20]([O:22][C:23]([CH3:26])([CH3:24])[CH3:25])=[O:21])=[CH:18][CH:19]=2)=[CH:30][CH:31]=1)(=[O:42])=[O:41], predict the reactants needed to synthesize it. The reactants are: [OH:1][CH2:2][CH2:3][CH2:4][C:5]1[CH:31]=[CH:30][C:8]([O:9][C:10]([CH3:29])([CH3:28])[C:11](=[O:27])[CH2:12][O:13][C:14]2[CH:19]=[CH:18][C:17]([C:20]([O:22][C:23]([CH3:26])([CH3:25])[CH3:24])=[O:21])=[CH:16][CH:15]=2)=[CH:7][CH:6]=1.C(N(CC)CC)C.[CH3:39][S:40](Cl)(=[O:42])=[O:41]. (5) Given the product [NH2:47][CH2:46][CH2:45][CH2:44][O:33][C@H:28]1[CH2:29][CH2:30][CH2:31][CH2:32][C@@H:27]1[N:19]1[C:20]([C:21]2[CH:26]=[CH:25][CH:24]=[CH:23][CH:22]=2)=[C:16]([C:14]([N:13]2[CH2:12][CH2:11][N:10]([C:34]([O:36][C:37]([CH3:40])([CH3:39])[CH3:38])=[O:35])[CH2:9][C@H:8]2[CH2:1][C:2]2[CH:3]=[CH:4][CH:5]=[CH:6][CH:7]=2)=[O:15])[N:17]=[CH:18]1, predict the reactants needed to synthesize it. The reactants are: [CH2:1]([C@H:8]1[N:13]([C:14]([C:16]2[N:17]=[CH:18][N:19]([C@H:27]3[CH2:32][CH2:31][CH2:30][CH2:29][C@@H:28]3[OH:33])[C:20]=2[C:21]2[CH:26]=[CH:25][CH:24]=[CH:23][CH:22]=2)=[O:15])[CH2:12][CH2:11][N:10]([C:34]([O:36][C:37]([CH3:40])([CH3:39])[CH3:38])=[O:35])[CH2:9]1)[C:2]1[CH:7]=[CH:6][CH:5]=[CH:4][CH:3]=1.[H-].[Na+].Br[CH2:44][CH2:45][CH2:46][N:47]1[Si](C)(C)CC[Si]1(C)C.